Task: Predict the product of the given reaction.. Dataset: Forward reaction prediction with 1.9M reactions from USPTO patents (1976-2016) (1) Given the reactants CN(C)/[CH:3]=[CH:4]/[C:5]([C:7]1[C:8]([C:20]2[CH:25]=[CH:24][C:23]([F:26])=[CH:22][CH:21]=2)=[N:9][N:10]2[CH:15]=[C:14]([C:16]([F:19])([F:18])[F:17])[CH:13]=[CH:12][C:11]=12)=O.S(O)(O)(=O)=O.[N:33]1([C:38](=[NH:40])[NH2:39])[CH2:37][CH2:36][CH2:35][CH2:34]1.C(=O)([O-])[O-].[K+].[K+].CCOCC, predict the reaction product. The product is: [F:26][C:23]1[CH:22]=[CH:21][C:20]([C:8]2[C:7]([C:5]3[CH:4]=[CH:3][N:39]=[C:38]([N:33]4[CH2:37][CH2:36][CH2:35][CH2:34]4)[N:40]=3)=[C:11]3[CH:12]=[CH:13][C:14]([C:16]([F:17])([F:19])[F:18])=[CH:15][N:10]3[N:9]=2)=[CH:25][CH:24]=1. (2) Given the reactants N12CCCN=C1CCCCC2.Cl.[NH2:13][CH2:14][C:15]1[CH:23]=[CH:22][CH:21]=[C:20]2[C:16]=1[C:17](=[O:33])[N:18]([CH:25]1[CH2:30][CH2:29][C:28](=[O:31])[NH:27][C:26]1=[O:32])[C:19]2=[O:24].[CH2:34]([N:38]=[C:39]=[O:40])[CH2:35][CH2:36][CH3:37], predict the reaction product. The product is: [O:32]=[C:26]1[CH:25]([N:18]2[C:17](=[O:33])[C:16]3[C:20](=[CH:21][CH:22]=[CH:23][C:15]=3[CH2:14][NH:13][C:39]([NH:38][CH2:34][CH2:35][CH2:36][CH3:37])=[O:40])[C:19]2=[O:24])[CH2:30][CH2:29][C:28](=[O:31])[NH:27]1. (3) Given the reactants [Br:1][C:2]1[CH:7]=[CH:6][C:5]([C:8]2[CH:13]=[CH:12][C:11]([Br:14])=[CH:10][CH:9]=2)=[C:4]([NH2:15])[CH:3]=1.I[C:17]1[CH:22]=[CH:21][C:20]([O:23][CH3:24])=[CH:19][CH:18]=1.[C:25](=[O:28])([O-])[O-].[K+].[K+].[N+]([C:34]1[CH:39]=[CH:38][CH:37]=[CH:36][CH:35]=1)([O-])=O, predict the reaction product. The product is: [Br:1][C:2]1[CH:7]=[CH:6][C:5]([C:8]2[CH:9]=[CH:10][C:11]([Br:14])=[CH:12][CH:13]=2)=[C:4]([N:15]([C:34]2[CH:39]=[CH:38][C:37]([O:28][CH3:25])=[CH:36][CH:35]=2)[C:17]2[CH:22]=[CH:21][C:20]([O:23][CH3:24])=[CH:19][CH:18]=2)[CH:3]=1. (4) The product is: [N:32]1([CH2:39][CH2:40][CH2:41][C:42]2[CH:50]=[CH:49][C:45]([CH2:46][CH2:2][CH2:1][NH:3][C:4]3[CH:9]=[C:8]([O:10][CH3:11])[C:7]([O:12][CH3:13])=[CH:6][C:5]=3[CH:14]3[CH2:23][CH2:22][C:21]4[CH:20]=[C:19]([OH:24])[CH:18]=[CH:17][C:16]=4[CH2:15]3)=[CH:44][CH:43]=2)[CH2:38][CH2:37][CH2:36][CH2:35][CH2:34][CH2:33]1. Given the reactants [CH2:1]([NH:3][C:4]1[CH:9]=[C:8]([O:10][CH3:11])[C:7]([O:12][CH3:13])=[CH:6][C:5]=1[CH:14]1[CH2:23][CH2:22][C:21]2[CH:20]=[C:19]([O:24]C(=O)C(C)(C)C)[CH:18]=[CH:17][C:16]=2[CH2:15]1)[CH3:2].Cl.[N:32]1([CH2:39][CH2:40][CH2:41][C:42]2[CH:50]=[CH:49][C:45]([C:46](O)=O)=[CH:44][CH:43]=2)[CH2:38][CH2:37][CH2:36][CH2:35][CH2:34][CH2:33]1, predict the reaction product. (5) The product is: [CH:1]1([O:5][C:6]([N:8]2[CH2:13][CH2:12][N:11]([C:14](=[O:51])[C@@H:15]([NH:21][C:22]([C:24]3[CH:28]=[C:27]([O:29][CH2:30][C:31]([N:33]4[CH2:37][CH2:36][CH2:35][C@H:34]4[C:38](=[O:44])[N:39]([CH:40]4[CH2:43][CH2:42][CH2:41]4)[CH3:53])=[O:32])[N:26]([C:45]4[CH:46]=[CH:47][CH:48]=[CH:49][CH:50]=4)[N:25]=3)=[O:23])[CH2:16][CH2:17][CH2:18][CH2:19][OH:20])[CH2:10][CH2:9]2)=[O:7])[CH2:4][CH2:3][CH2:2]1. Given the reactants [CH:1]1([O:5][C:6]([N:8]2[CH2:13][CH2:12][N:11]([C:14](=[O:51])[C@@H:15]([NH:21][C:22]([C:24]3[CH:28]=[C:27]([O:29][CH2:30][C:31]([N:33]4[CH2:37][CH2:36][CH2:35][C@H:34]4[C:38](=[O:44])[NH:39][CH:40]4[CH2:43][CH2:42][CH2:41]4)=[O:32])[N:26]([C:45]4[CH:50]=[CH:49][CH:48]=[CH:47][CH:46]=4)[N:25]=3)=[O:23])[CH2:16][CH2:17][CH2:18][CH2:19][OH:20])[CH2:10][CH2:9]2)=[O:7])[CH2:4][CH2:3][CH2:2]1.I[CH3:53].[H-].[Na+], predict the reaction product. (6) Given the reactants [CH3:1][C:2]1[C:3]([CH2:8][NH:9][CH:10]([C:12]2[CH:17]=[CH:16][CH:15]=[CH:14][N:13]=2)[CH3:11])=[N:4][CH:5]=[CH:6][CH:7]=1.[CH3:18][O:19][C:20](=[O:31])[C:21]1[CH:26]=[C:25]([C:27]#[N:28])[CH:24]=[CH:23][C:22]=1[CH2:29]Br.CCN(C(C)C)C(C)C, predict the reaction product. The product is: [CH3:18][O:19][C:20](=[O:31])[C:21]1[CH:26]=[C:25]([C:27]#[N:28])[CH:24]=[CH:23][C:22]=1[CH2:29][N:9]([CH2:8][C:3]1[C:2]([CH3:1])=[CH:7][CH:6]=[CH:5][N:4]=1)[CH:10]([C:12]1[CH:17]=[CH:16][CH:15]=[CH:14][N:13]=1)[CH3:11].